This data is from Reaction yield outcomes from USPTO patents with 853,638 reactions. The task is: Predict the reaction yield, written as a fraction of the theoretical maximum amount of product (1.0 means a 100% yield; for example, 0.34 means a 34% yield). (1) The reactants are C([O:3][C:4]([C:6]1[N:7]([CH2:13][O:14][CH2:15][CH2:16][Si:17]([CH3:20])([CH3:19])[CH3:18])[CH:8]=[C:9]([C:11]#[N:12])[N:10]=1)=[O:5])C.[OH-].[K+:22]. The catalyst is C(O)C. The product is [K+:22].[C:11]([C:9]1[N:10]=[C:6]([C:4]([O-:5])=[O:3])[N:7]([CH2:13][O:14][CH2:15][CH2:16][Si:17]([CH3:18])([CH3:19])[CH3:20])[CH:8]=1)#[N:12]. The yield is 1.00. (2) The reactants are [CH:1]1([N:4]2[C:13]3[C:8](=[CH:9][C:10]([F:17])=[C:11](F)[C:12]=3[O:14][CH3:15])[C:7](=[O:18])[C:6]([C:19]([OH:21])=[O:20])=[CH:5]2)[CH2:3][CH2:2]1. The catalyst is CS(C)=O.C(CN)O. The product is [CH:1]1([N:4]2[C:13]3[C:8](=[CH:9][C:10]([F:17])=[C:11]([NH:4][CH2:13][CH2:12][OH:14])[C:12]=3[O:14][CH3:15])[C:7](=[O:18])[CH:6]([C:19]([OH:21])=[O:20])[CH2:5]2)[CH2:3][CH2:2]1. The yield is 1.00. (3) The reactants are C(OC(N1CCN(C2C(=O)N(CC(C)C)N=C(C3C=CC(C)=C(F)C=3)C=2C)CC1)=O)(C)(C)C.[CH:34]1([CH2:37][N:38]2[C:43](=[O:44])[C:42]([CH2:45][CH2:46][CH2:47]OS(C)(=O)=O)=[CH:41][C:40]([C:53]3[CH:58]=[CH:57][C:56]([O:59][CH3:60])=[C:55]([F:61])[CH:54]=3)=[N:39]2)[CH2:36][CH2:35]1.[NH:62]([CH2:66][CH2:67][OH:68])[CH2:63][CH2:64][OH:65]. No catalyst specified. The product is [OH:65][CH2:64][CH2:63][N:62]([CH2:47][CH2:46][CH2:45][C:42]1[C:43](=[O:44])[N:38]([CH2:37][CH:34]2[CH2:35][CH2:36]2)[N:39]=[C:40]([C:53]2[CH:58]=[CH:57][C:56]([O:59][CH3:60])=[C:55]([F:61])[CH:54]=2)[CH:41]=1)[CH2:66][CH2:67][OH:68]. The yield is 0.131. (4) The reactants are [CH2:1]([C:9]1[CH:17]=[CH:16][C:12]([C:13]([OH:15])=O)=[CH:11][CH:10]=1)[CH2:2][C:3]1[CH:8]=[CH:7][CH:6]=[CH:5][CH:4]=1.F[P-](F)(F)(F)(F)F.N1(OC(N(C)C)=[N+](C)C)C2N=CC=CC=2N=N1.C(N(CC)CC)C.[NH2:49][CH2:50][C:51]1[C:52]([OH:59])=[N:53][C:54]([CH3:58])=[CH:55][C:56]=1[CH3:57]. The catalyst is ClCCl.O. The product is [OH:59][C:52]1[C:51]([CH2:50][NH:49][C:13](=[O:15])[C:12]2[CH:11]=[CH:10][C:9]([CH2:1][CH2:2][C:3]3[CH:4]=[CH:5][CH:6]=[CH:7][CH:8]=3)=[CH:17][CH:16]=2)=[C:56]([CH3:57])[CH:55]=[C:54]([CH3:58])[N:53]=1. The yield is 0.210.